Task: Predict the reactants needed to synthesize the given product.. Dataset: Full USPTO retrosynthesis dataset with 1.9M reactions from patents (1976-2016) (1) Given the product [OH:7][C:8]1[CH:32]=[CH:31][C:30]([CH:33]2[CH2:34][CH2:35][N:36]([CH:39]([CH3:41])[CH3:40])[CH2:37][CH2:38]2)=[CH:29][C:9]=1[C:10]([NH:12][C:13]1[CH:22]=[C:21]([C:23]2[CH:24]=[CH:25][CH:26]=[CH:27][CH:28]=2)[CH:20]=[CH:19][C:14]=1[C:15]([OH:17])=[O:16])=[O:11], predict the reactants needed to synthesize it. The reactants are: [OH-].[Na+].CC(O)C.[OH:7][C:8]1[CH:32]=[CH:31][C:30]([CH:33]2[CH2:38][CH2:37][N:36]([CH:39]([CH3:41])[CH3:40])[CH2:35][CH2:34]2)=[CH:29][C:9]=1[C:10]([NH:12][C:13]1[CH:22]=[C:21]([C:23]2[CH:28]=[CH:27][CH:26]=[CH:25][CH:24]=2)[CH:20]=[CH:19][C:14]=1[C:15]([O:17]C)=[O:16])=[O:11].Cl. (2) Given the product [CH2:1]([O:8][C:9]1[N:10]=[C:11]([C:24]2[CH2:29][CH2:28][N:27]([C:30]([O:32][C:33]([CH3:36])([CH3:35])[CH3:34])=[O:31])[CH2:26][CH:25]=2)[CH:12]=[CH:13][CH:14]=1)[C:2]1[CH:7]=[CH:6][CH:5]=[CH:4][CH:3]=1, predict the reactants needed to synthesize it. The reactants are: [CH2:1]([O:8][C:9]1[CH:14]=[CH:13][CH:12]=[C:11](Cl)[N:10]=1)[C:2]1[CH:7]=[CH:6][CH:5]=[CH:4][CH:3]=1.CC1(C)C(C)(C)OB([C:24]2[CH2:29][CH2:28][N:27]([C:30]([O:32][C:33]([CH3:36])([CH3:35])[CH3:34])=[O:31])[CH2:26][CH:25]=2)O1.P([O-])([O-])([O-])=O.[K+].[K+].[K+].C1(P(C2CCCCC2)C2CCCCC2)CCCCC1. (3) Given the product [Br:1][C:2]1[CH:7]=[CH:6][N:5]([CH2:14][CH2:15][C:16]([CH3:19])([CH3:18])[CH3:17])[C:4](=[O:8])[CH:3]=1, predict the reactants needed to synthesize it. The reactants are: [Br:1][C:2]1[CH:7]=[CH:6][N:5]=[C:4]([OH:8])[CH:3]=1.[H-].[Na+].[Br-].[Li+].Br[CH2:14][CH2:15][C:16]([CH3:19])([CH3:18])[CH3:17]. (4) The reactants are: [C:1]([O:9][C:10]1[CH:11]=[C:12]([Cl:18])[C:13]([OH:17])=[C:14]([I:16])[CH:15]=1)(=[O:8])[C:2]1[CH:7]=[CH:6][CH:5]=[CH:4][CH:3]=1.[F:19][C:20]([F:33])([F:32])[C:21]1[CH:22]=[CH:23][C:24]([O:27][CH2:28][CH2:29][CH2:30]O)=[N:25][CH:26]=1.C1(P(C2C=CC=CC=2)C2C=CC=CC=2)C=CC=CC=1.N(C(OCC)=O)=NC(OCC)=O. Given the product [C:1]([O:9][C:10]1[CH:11]=[C:12]([Cl:18])[C:13]([O:17][CH2:30][CH2:29][CH2:28][O:27][C:24]2[CH:23]=[CH:22][C:21]([C:20]([F:33])([F:19])[F:32])=[CH:26][N:25]=2)=[C:14]([I:16])[CH:15]=1)(=[O:8])[C:2]1[CH:3]=[CH:4][CH:5]=[CH:6][CH:7]=1, predict the reactants needed to synthesize it. (5) Given the product [CH3:1][N:2]1[CH2:19][CH:18]2[CH:4]([C:5]3[CH:6]=[CH:7][CH:8]=[CH:9][C:10]=3[O:11][C:12]3[CH:13]=[CH:14][C:15]([Cl:20])=[CH:16][C:17]=32)[CH2:3]1.[C:27]([O-:39])(=[O:38])[CH2:28][C:29]([CH2:34][C:35]([O-:37])=[O:36])([C:31]([O-:33])=[O:32])[OH:30], predict the reactants needed to synthesize it. The reactants are: [CH3:1][N:2]1[CH2:19][CH:18]2[CH:4]([C:5]3[CH:6]=[CH:7][CH:8]=[CH:9][C:10]=3[O:11][C:12]3[CH:13]=[CH:14][C:15]([Cl:20])=[CH:16][C:17]=32)[CH2:3]1.C(OCC)(=O)C.[C:27]([OH:39])(=[O:38])[CH2:28][C:29]([CH2:34][C:35]([OH:37])=[O:36])([C:31]([OH:33])=[O:32])[OH:30]. (6) Given the product [CH3:1][N:2]1[C:6]([CH2:7][CH2:8][C:9]([OH:11])=[O:10])=[CH:5][C:4]([O:14][CH2:15][C:16]2[C:17]([CH3:31])=[N:18][N:19]([C:21]3[CH:26]=[CH:25][C:24]([C:27]([F:28])([F:29])[F:30])=[CH:23][N:22]=3)[CH:20]=2)=[N:3]1, predict the reactants needed to synthesize it. The reactants are: [CH3:1][N:2]1[C:6](/[CH:7]=[CH:8]/[C:9]([O:11]CC)=[O:10])=[CH:5][C:4]([O:14][CH2:15][C:16]2[C:17]([CH3:31])=[N:18][N:19]([C:21]3[CH:26]=[CH:25][C:24]([C:27]([F:30])([F:29])[F:28])=[CH:23][N:22]=3)[CH:20]=2)=[N:3]1.